From a dataset of NCI-60 drug combinations with 297,098 pairs across 59 cell lines. Regression. Given two drug SMILES strings and cell line genomic features, predict the synergy score measuring deviation from expected non-interaction effect. Drug 1: CC12CCC(CC1=CCC3C2CCC4(C3CC=C4C5=CN=CC=C5)C)O. Drug 2: CC(C1=C(C=CC(=C1Cl)F)Cl)OC2=C(N=CC(=C2)C3=CN(N=C3)C4CCNCC4)N. Cell line: SN12C. Synergy scores: CSS=5.35, Synergy_ZIP=-2.39, Synergy_Bliss=-1.34, Synergy_Loewe=-1.93, Synergy_HSA=-0.482.